Task: Predict the reactants needed to synthesize the given product.. Dataset: Full USPTO retrosynthesis dataset with 1.9M reactions from patents (1976-2016) (1) Given the product [F:1][C:2]1[CH:3]=[C:4]([C:13]([CH3:17])([CH3:16])[CH2:14][OH:15])[CH:5]=[C:6]2[C:11]=1[C:10](=[O:12])[NH:9][CH:8]=[CH:7]2, predict the reactants needed to synthesize it. The reactants are: [F:1][C:2]1[CH:3]=[C:4]([C:13]([CH3:17])([CH3:16])[CH:14]=[O:15])[CH:5]=[C:6]2[C:11]=1[C:10](=[O:12])[NH:9][CH:8]=[CH:7]2.[BH4-].[Na+]. (2) Given the product [C:30]([N:24]([N:13]1[C:12](=[O:29])[C:11]2[C:16](=[CH:17][C:18]([C:19]([F:21])([F:22])[F:20])=[C:9]([C:8]3[N:4]([CH:1]([CH3:3])[CH3:2])[N:5]=[CH:6][CH:7]=3)[CH:10]=2)[NH:15][C:14]1=[O:23])[S:25]([CH3:28])(=[O:26])=[O:27])(=[O:36])[CH2:31][CH2:32][CH2:33][CH2:34][CH3:35], predict the reactants needed to synthesize it. The reactants are: [CH:1]([N:4]1[C:8]([C:9]2[CH:10]=[C:11]3[C:16](=[CH:17][C:18]=2[C:19]([F:22])([F:21])[F:20])[NH:15][C:14](=[O:23])[N:13]([NH:24][S:25]([CH3:28])(=[O:27])=[O:26])[C:12]3=[O:29])=[CH:7][CH:6]=[N:5]1)([CH3:3])[CH3:2].[C:30](Cl)(=[O:36])[CH2:31][CH2:32][CH2:33][CH2:34][CH3:35]. (3) Given the product [CH3:27][O:1][CH2:2][C:3]1[O:7][C:6]([CH2:8][N:9]([CH2:22][C:23]([F:26])([F:24])[F:25])[C:10]2[CH:17]=[CH:16][C:13]([C:14]#[N:15])=[C:12]([C:18]([F:19])([F:20])[F:21])[CH:11]=2)=[CH:5][CH:4]=1, predict the reactants needed to synthesize it. The reactants are: [OH:1][CH2:2][C:3]1[O:7][C:6]([CH2:8][N:9]([CH2:22][C:23]([F:26])([F:25])[F:24])[C:10]2[CH:17]=[CH:16][C:13]([C:14]#[N:15])=[C:12]([C:18]([F:21])([F:20])[F:19])[CH:11]=2)=[CH:5][CH:4]=1.[CH3:27][Si]([N-][Si](C)(C)C)(C)C.[Na+].CI. (4) Given the product [F:1][C:2]([F:19])([F:18])[C:3]1[CH:8]=[CH:7][C:6]([C:9]2[CH:14]=[CH:13][CH:12]=[CH:11][C:10]=2[C:15]([NH:21][C:22]2[CH:23]=[CH:24][C:25]([CH:28]([CH3:33])[C:29]([O:31][CH3:32])=[O:30])=[CH:26][CH:27]=2)=[O:16])=[CH:5][CH:4]=1, predict the reactants needed to synthesize it. The reactants are: [F:1][C:2]([F:19])([F:18])[C:3]1[CH:8]=[CH:7][C:6]([C:9]2[C:10]([C:15](Cl)=[O:16])=[CH:11][CH:12]=[CH:13][CH:14]=2)=[CH:5][CH:4]=1.Cl.[NH2:21][C:22]1[CH:27]=[CH:26][C:25]([CH:28]([CH3:33])[C:29]([O:31][CH3:32])=[O:30])=[CH:24][CH:23]=1.C(N(CC)CC)C.C(OCC)(=O)C. (5) Given the product [C:16]([O:15][C:13]([NH:12][CH2:11][C:10]1[CH:20]=[CH:21][C:7]([CH:26]([OH:27])[CH2:25][C:24]([CH3:29])([CH3:28])[CH3:23])=[C:8]([F:22])[CH:9]=1)=[O:14])([CH3:19])([CH3:18])[CH3:17], predict the reactants needed to synthesize it. The reactants are: C([Li])CCC.Br[C:7]1[CH:21]=[CH:20][C:10]([CH2:11][NH:12][C:13]([O:15][C:16]([CH3:19])([CH3:18])[CH3:17])=[O:14])=[CH:9][C:8]=1[F:22].[CH3:23][C:24]([CH3:29])([CH3:28])[CH2:25][CH:26]=[O:27]. (6) Given the product [CH3:20][Si:21]([CH2:27][CH2:4][CH2:3][CH2:2][CH2:1][O:5][C:6]1[CH:11]=[CH:10][C:9]([C:12]2[CH:13]=[CH:14][C:15]([C:18]#[N:19])=[CH:16][CH:17]=2)=[CH:8][CH:7]=1)([CH3:26])[O:22][SiH:23]([CH3:25])[CH3:24], predict the reactants needed to synthesize it. The reactants are: [CH2:1]([O:5][C:6]1[CH:11]=[CH:10][C:9]([C:12]2[CH:17]=[CH:16][C:15]([C:18]#[N:19])=[CH:14][CH:13]=2)=[CH:8][CH:7]=1)[CH2:2][CH:3]=[CH2:4].[CH3:20][SiH:21]([CH3:26])[O:22][SiH:23]([CH3:25])[CH3:24].[C:27]1(C)C=CC=CC=1. (7) Given the product [CH2:13]([N:10]1[C:9](=[O:20])[C:8]([CH2:21][CH3:22])=[C:7]([O:6][CH2:5][C:4]2[CH:23]=[CH:24][CH:25]=[CH:26][C:3]=2[CH2:2][NH:1][C:89]([NH:88][C:86]2[N:85]([C:101]3[CH:106]=[CH:105][CH:104]=[C:103]([F:107])[CH:102]=3)[N:84]=[C:83]([C:79]([CH3:82])([CH3:81])[CH3:80])[CH:87]=2)=[O:90])[N:12]=[CH:11]1)[C:14]1[CH:15]=[CH:16][CH:17]=[CH:18][CH:19]=1, predict the reactants needed to synthesize it. The reactants are: [NH2:1][CH2:2][C:3]1[CH:26]=[CH:25][CH:24]=[CH:23][C:4]=1[CH2:5][O:6][C:7]1[N:12]=[CH:11][N:10]([CH2:13][C:14]2[CH:19]=[CH:18][CH:17]=[CH:16][CH:15]=2)[C:9](=[O:20])[C:8]=1[CH2:21][CH3:22].C(N1C(=O)C(CC)=C(OCC2C=CC=CC=2CNC(NC2N(C3C=CC(C)=CC=3)N=C(C(C)(C)C)C=2)=O)N=C1)C1C=CC=CC=1.C(N(CC)CC)C.[C:79]([C:83]1[CH:87]=[C:86]([NH:88][C:89](=O)[O:90]C2C=CC([N+]([O-])=O)=CC=2)[N:85]([C:101]2[CH:106]=[CH:105][CH:104]=[C:103]([F:107])[CH:102]=2)[N:84]=1)([CH3:82])([CH3:81])[CH3:80].BrC1C(=O)N(CC2C=CC(OC)=CC=2)C(C)=CC=1OCC1C=CC=CC=1CNC(NC1N(C2C=CC=C(F)C=2)N=C(C(C)(C)C)C=1)=O. (8) Given the product [N:18]12[CH2:22][C@H:21]([CH2:20][CH2:19]1)[C@H:16]([O:15][C:14](=[O:23])[NH:13][C:10]([C:6]1[CH:7]=[CH:8][CH:9]=[C:4]([CH:2]([CH3:1])[CH3:3])[CH:5]=1)([CH3:12])[CH3:11])[CH2:17]2, predict the reactants needed to synthesize it. The reactants are: [CH2:1]=[C:2]([C:4]1[CH:5]=[C:6]([C:10]([NH:13][C:14](=[O:23])[O:15][C@H:16]2[C@@H:21]3[CH2:22][N:18]([CH2:19][CH2:20]3)[CH2:17]2)([CH3:12])[CH3:11])[CH:7]=[CH:8][CH:9]=1)[CH3:3]. (9) Given the product [Cl:20][C:21]1[CH:22]=[C:23]([CH:28]([Br:32])[CH2:29][CH3:30])[CH:24]=[C:25]([Cl:27])[CH:26]=1, predict the reactants needed to synthesize it. The reactants are: C1(P(C2C=CC=CC=2)C2C=CC=CC=2)C=CC=CC=1.[Cl:20][C:21]1[CH:22]=[C:23]([CH2:28][CH2:29][CH2:30]O)[CH:24]=[C:25]([Cl:27])[CH:26]=1.[Br:32]Br.O.